Dataset: Catalyst prediction with 721,799 reactions and 888 catalyst types from USPTO. Task: Predict which catalyst facilitates the given reaction. (1) Reactant: O=S1(=O)C2C=CC=CC=2N=C(CCl)N1C.[CH3:16][N:17]1[CH:21]=[C:20]([C:22]2[CH:27]=[CH:26][N:25]=[CH:24][CH:23]=2)[C:19]([C:28]2[CH:33]=[CH:32][C:31]([OH:34])=[CH:30][CH:29]=2)=[N:18]1.C[Si]([N-][Si](C)(C)C)(C)C.[Na+].Cl[CH2:46][C:47]1[CH:56]=[CH:55][C:54]2[C:49](=[CH:50][CH:51]=[CH:52][N:53]=2)[N:48]=1. Product: [CH3:16][N:17]1[CH:21]=[C:20]([C:22]2[CH:23]=[CH:24][N:25]=[CH:26][CH:27]=2)[C:19]([C:28]2[CH:33]=[CH:32][C:31]([O:34][CH2:46][C:47]3[CH:56]=[CH:55][C:54]4[C:49](=[CH:50][CH:51]=[CH:52][N:53]=4)[N:48]=3)=[CH:30][CH:29]=2)=[N:18]1. The catalyst class is: 198. (2) Reactant: [CH2:1]([CH:3]([NH2:6])[CH2:4][CH3:5])[CH3:2].C([O-])([O-])=O.[K+].[K+]. Product: [CH2:1]([CH:3]([NH:6][CH:1]([CH3:2])[C:3]#[N:6])[CH2:4][CH3:5])[CH3:2]. The catalyst class is: 10. (3) Product: [C:1]([C:4]1([C:10]2[C:18]3[C:13](=[CH:14][CH:15]=[C:16]([NH:19][C:20]([C:22]4[CH:23]=[CH:24][C:25]([NH2:28])=[CH:26][CH:27]=4)=[O:21])[CH:17]=3)[NH:12][N:11]=2)[CH:5]=[CH:6][CH:7]=[CH:8][CH2:9]1)(=[O:3])[CH3:2]. Reactant: [C:1]([C:4]1([C:10]2[C:18]3[C:13](=[CH:14][CH:15]=[C:16]([NH:19][C:20]([C:22]4[CH:27]=[CH:26][C:25]([N+:28]([O-])=O)=[CH:24][CH:23]=4)=[O:21])[CH:17]=3)[NH:12][N:11]=2)[CH:9]=[CH:8][CH:7]=[CH:6][CH2:5]1)(=[O:3])[CH3:2]. The catalyst class is: 153. (4) Reactant: [C:1]([C:5]1[N:10]=[C:9]([NH:11][CH2:12][CH2:13][CH2:14][O:15][CH3:16])[C:8]([C:17]([N:19]([CH2:42][CH:43]([CH3:45])[CH3:44])[C@H:20]2[CH2:25][C@@H:24]([C:26]([N:28]3[CH2:33][CH2:32][N:31]([CH3:34])[CH2:30][CH2:29]3)=[O:27])[CH2:23][N:22](C(OC(C)(C)C)=O)[CH2:21]2)=[O:18])=[CH:7][N:6]=1)([CH3:4])([CH3:3])[CH3:2].C(OCC)(=O)C.[ClH:52]. Product: [ClH:52].[ClH:52].[ClH:52].[C:1]([C:5]1[N:10]=[C:9]([NH:11][CH2:12][CH2:13][CH2:14][O:15][CH3:16])[C:8]([C:17]([N:19]([C@H:20]2[CH2:25][C@@H:24]([C:26]([N:28]3[CH2:33][CH2:32][N:31]([CH3:34])[CH2:30][CH2:29]3)=[O:27])[CH2:23][NH:22][CH2:21]2)[CH2:42][CH:43]([CH3:45])[CH3:44])=[O:18])=[CH:7][N:6]=1)([CH3:3])([CH3:4])[CH3:2]. The catalyst class is: 13.